Dataset: Forward reaction prediction with 1.9M reactions from USPTO patents (1976-2016). Task: Predict the product of the given reaction. (1) Given the reactants [O:1]=[S:2]1(=[O:20])[CH2:6][CH2:5][C@@H:4]([NH:7][S:8]([C:11]2[CH:16]=[CH:15][C:14](B(O)O)=[CH:13][CH:12]=2)(=[O:10])=[O:9])[CH2:3]1.P([O-])([O-])([O-])=O.[K+].[K+].[K+].Br[C:30]1[CH:35]=[CH:34][N:33]=[C:32]2[NH:36][C:37]([CH2:39][N:40]([CH3:42])[CH3:41])=[CH:38][C:31]=12.C(#N)C, predict the reaction product. The product is: [CH3:42][N:40]([CH2:39][C:37]1[NH:36][C:32]2=[N:33][CH:34]=[CH:35][C:30]([C:14]3[CH:15]=[CH:16][C:11]([S:8]([NH:7][C@@H:4]4[CH2:5][CH2:6][S:2](=[O:20])(=[O:1])[CH2:3]4)(=[O:10])=[O:9])=[CH:12][CH:13]=3)=[C:31]2[CH:38]=1)[CH3:41]. (2) The product is: [NH2:1][C:2]1[C:3]2[C:10]([C:11]3[CH:12]=[CH:13][C:14]([C:15]([NH:27][C:25]4[CH:26]=[CH:21][CH:22]=[CH:23][CH:24]=4)=[O:17])=[CH:18][CH:19]=3)=[C:9]([CH3:20])[S:8][C:4]=2[N:5]=[CH:6][N:7]=1. Given the reactants [NH2:1][C:2]1[C:3]2[C:10]([C:11]3[CH:19]=[CH:18][C:14]([C:15]([OH:17])=O)=[CH:13][CH:12]=3)=[C:9]([CH3:20])[S:8][C:4]=2[N:5]=[CH:6][N:7]=1.[CH:21]1[CH:22]=[CH:23][C:24]2N(O)N=[N:27][C:25]=2[CH:26]=1.NC1C=CC=CC=1.CN1CCOCC1, predict the reaction product.